Dataset: Full USPTO retrosynthesis dataset with 1.9M reactions from patents (1976-2016). Task: Predict the reactants needed to synthesize the given product. (1) Given the product [C:3]([OH:5])([C:2]([F:7])([F:6])[F:1])=[O:4].[OH:51][C:48]1[CH:49]=[CH:50][C:45]([CH:37]([C:38]2[CH:43]=[CH:42][C:41]([OH:44])=[CH:40][CH:39]=2)[CH2:36][NH:35][C:16]2[N:15]=[C:14]([N:11]3[CH2:12][CH2:13][C@@H:9]([NH:8][C:59]([NH:58][C:54]4[CH:53]=[N:52][CH:57]=[CH:56][CH:55]=4)=[O:60])[CH2:10]3)[N:22]=[C:21]3[C:17]=2[N:18]=[CH:19][N:20]3[C@@H:23]2[CH2:27][C@H:26]([NH:28][C:29](=[O:32])[CH2:30][CH3:31])[C@@H:25]([OH:33])[C@H:24]2[OH:34])=[CH:46][CH:47]=1, predict the reactants needed to synthesize it. The reactants are: [F:1][C:2]([F:7])([F:6])[C:3]([OH:5])=[O:4].[NH2:8][C@@H:9]1[CH2:13][CH2:12][N:11]([C:14]2[N:22]=[C:21]3[C:17]([N:18]=[CH:19][N:20]3[C@@H:23]3[CH2:27][C@H:26]([NH:28][C:29](=[O:32])[CH2:30][CH3:31])[C@@H:25]([OH:33])[C@H:24]3[OH:34])=[C:16]([NH:35][CH2:36][CH:37]([C:45]3[CH:50]=[CH:49][C:48]([OH:51])=[CH:47][CH:46]=3)[C:38]3[CH:43]=[CH:42][C:41]([OH:44])=[CH:40][CH:39]=3)[N:15]=2)[CH2:10]1.[N:52]1[CH:57]=[CH:56][CH:55]=[C:54]([N:58]=[C:59]=[O:60])[CH:53]=1. (2) Given the product [Cl:1][C:2]1[N:7]=[CH:6][C:5]2[C:8]([N:14]3[CH2:19][CH2:18][N:17]([C:22](=[O:23])[C:21]([OH:20])([CH3:26])[CH3:25])[CH2:16][CH2:15]3)=[N:9][N:10]([CH:11]([CH3:13])[CH3:12])[C:4]=2[CH:3]=1, predict the reactants needed to synthesize it. The reactants are: [Cl:1][C:2]1[N:7]=[CH:6][C:5]2[C:8]([N:14]3[CH2:19][CH2:18][NH:17][CH2:16][CH2:15]3)=[N:9][N:10]([CH:11]([CH3:13])[CH3:12])[C:4]=2[CH:3]=1.[OH:20][C:21]([CH3:26])([CH3:25])[C:22](O)=[O:23]. (3) Given the product [Cl:1][C:2]1[CH:7]=[CH:6][NH:5][C:4](=[O:8])[C:3]=1[C:10]1[NH:31][C:13]2=[CH:14][C:15]3[C:16](=[O:30])[N:17]([CH:23]4[CH2:24][CH2:25][N:26]([CH3:29])[CH2:27][CH2:28]4)[C:18](=[O:22])[C:19]=3[C:20]([CH3:21])=[C:12]2[N:11]=1, predict the reactants needed to synthesize it. The reactants are: [Cl:1][C:2]1[CH:7]=[CH:6][N:5]=[C:4]([O:8]C)[C:3]=1[C:10]1[NH:31][C:13]2=[CH:14][C:15]3[C:16](=[O:30])[N:17]([CH:23]4[CH2:28][CH2:27][N:26]([CH3:29])[CH2:25][CH2:24]4)[C:18](=[O:22])[C:19]=3[C:20]([CH3:21])=[C:12]2[N:11]=1.Cl. (4) Given the product [CH3:30][C:31]1[CH:32]=[CH:33][C:34]([N:37]2[CH2:42][CH2:41][N:40]([C:1]([O:2][CH:3]3[CH2:4][CH2:5][N:6]([CH3:9])[CH2:7][CH2:8]3)=[O:20])[CH2:39][CH2:38]2)=[CH:35][CH:36]=1, predict the reactants needed to synthesize it. The reactants are: [C:1](=[O:20])(OC1C=CC([N+]([O-])=O)=CC=1)[O:2][CH:3]1[CH2:8][CH2:7][N:6]([CH3:9])[CH2:5][CH2:4]1.CCN(C(C)C)C(C)C.[CH3:30][C:31]1[CH:36]=[CH:35][C:34]([N:37]2[CH2:42][CH2:41][NH:40][CH2:39][CH2:38]2)=[CH:33][CH:32]=1. (5) Given the product [N:1]1[CH:6]=[CH:5][CH:4]=[CH:3][C:2]=1[CH2:7][N:8]1[C:16]2[C:11](=[CH:12][C:13]([NH:17][C:18]3[C:27]4[C:22](=[CH:23][CH:24]=[CH:25][C:26]=4[O:28][C@H:29]([CH3:34])[C:30]([NH2:35])=[O:32])[N:21]=[CH:20][N:19]=3)=[CH:14][CH:15]=2)[CH:10]=[N:9]1, predict the reactants needed to synthesize it. The reactants are: [N:1]1[CH:6]=[CH:5][CH:4]=[CH:3][C:2]=1[CH2:7][N:8]1[C:16]2[C:11](=[CH:12][C:13]([NH:17][C:18]3[C:27]4[C:22](=[CH:23][CH:24]=[CH:25][C:26]=4[O:28][C@H:29]([CH3:34])[C:30]([O:32]C)=O)[N:21]=[CH:20][N:19]=3)=[CH:14][CH:15]=2)[CH:10]=[N:9]1.[NH3:35].